Regression/Classification. Given a drug SMILES string, predict its absorption, distribution, metabolism, or excretion properties. Task type varies by dataset: regression for continuous measurements (e.g., permeability, clearance, half-life) or binary classification for categorical outcomes (e.g., BBB penetration, CYP inhibition). For this dataset (lipophilicity_astrazeneca), we predict Y. From a dataset of Experimental lipophilicity measurements (octanol/water distribution) for 4,200 compounds from AstraZeneca. (1) The molecule is O=C(NCC12CC3CC(CC(C3)C1)C2)c1cc(CN2CC3CNCC(C2)O3)ccc1Cl. The Y is 1.55 logD. (2) The molecule is CCCS(=O)(=O)c1ccc(Nc2nccc(-c3cnc(C)n3C(C)C)n2)cc1. The Y is 3.37 logD. (3) The molecule is N#Cc1c(-c2ccccc2)nc(SCc2ccccc2)[nH]c1=O. The Y is 1.56 logD. (4) The drug is Fc1ccc(-c2cn3ccccc3n2)cc1. The Y is 3.10 logD. (5) The compound is CN(C)CC(O)COc1ccc(Nc2nccc(Nc3ccccc3)n2)cc1. The Y is 1.58 logD.